This data is from Catalyst prediction with 721,799 reactions and 888 catalyst types from USPTO. The task is: Predict which catalyst facilitates the given reaction. (1) Reactant: F[C:2]1[CH:9]=[CH:8][C:5]([C:6]#[N:7])=[CH:4][C:3]=1[CH:10]=[O:11].C(=O)([O-])[O-].[K+].[K+].[F:18][C:19]1[CH:24]=[CH:23][C:22]([SH:25])=[CH:21][CH:20]=1.O. Product: [CH:10]([C:3]1[CH:4]=[C:5]([CH:8]=[CH:9][C:2]=1[S:25][C:22]1[CH:23]=[CH:24][C:19]([F:18])=[CH:20][CH:21]=1)[C:6]#[N:7])=[O:11]. The catalyst class is: 3. (2) Reactant: [C:1]1([CH:7]([C:15]2[CH:20]=[CH:19][CH:18]=[CH:17][CH:16]=2)[C:8]2[CH:9]=[CH:10][C:11](=[O:14])[NH:12][N:13]=2)[CH:6]=[CH:5][CH:4]=[CH:3][CH:2]=1.[H-].[Na+].CS(O[CH2:28][CH2:29][CH2:30][O:31][C:32]1[CH:33]=[C:34]([CH:42]=[CH:43][CH:44]=1)[O:35][CH2:36][C:37]([O:39][CH2:40][CH3:41])=[O:38])(=O)=O. Product: [C:15]1([CH:7]([C:1]2[CH:2]=[CH:3][CH:4]=[CH:5][CH:6]=2)[C:8]2[CH:9]=[CH:10][C:11](=[O:14])[N:12]([CH2:28][CH2:29][CH2:30][O:31][C:32]3[CH:33]=[C:34]([CH:42]=[CH:43][CH:44]=3)[O:35][CH2:36][C:37]([O:39][CH2:40][CH3:41])=[O:38])[N:13]=2)[CH:16]=[CH:17][CH:18]=[CH:19][CH:20]=1. The catalyst class is: 31. (3) Reactant: [CH2:1]([O:3][C@H:4]([C:17]([O:19][CH2:20][CH3:21])=[O:18])[CH2:5][C:6]1[CH:16]=[CH:15][C:9]([O:10][CH2:11][C:12]([OH:14])=O)=[CH:8][CH:7]=1)[CH3:2].[C:22]([C:26]1[CH:41]=[CH:40][C:29]([CH2:30][NH:31][CH2:32][C:33]2[CH:38]=[CH:37][C:36]([Cl:39])=[CH:35][CH:34]=2)=[CH:28][CH:27]=1)([CH3:25])([CH3:24])[CH3:23].C(N(CC)C(C)C)(C)C.F[B-](F)(F)F.N1(OC(N(C)C)=[N+](C)C)C2C=CC=CC=2N=N1. Product: [C:22]([C:26]1[CH:41]=[CH:40][C:29]([CH2:30][N:31]([CH2:32][C:33]2[CH:34]=[CH:35][C:36]([Cl:39])=[CH:37][CH:38]=2)[C:12](=[O:14])[CH2:11][O:10][C:9]2[CH:8]=[CH:7][C:6]([CH2:5][C@H:4]([O:3][CH2:1][CH3:2])[C:17]([O:19][CH2:20][CH3:21])=[O:18])=[CH:16][CH:15]=2)=[CH:28][CH:27]=1)([CH3:25])([CH3:23])[CH3:24]. The catalyst class is: 2. (4) Reactant: [OH:1][CH2:2][C:3]1[CH:8]=[CH:7][C:6]([NH:9][CH:10]=[C:11]2[C:20]3[C:15](=[CH:16][CH:17]=[CH:18][CH:19]=3)[C:14](=[O:21])[NH:13][C:12]2=[O:22])=[CH:5][CH:4]=1.[CH3:23][S:24](Cl)(=[O:26])=[O:25].C(N(CC)CC)C. Product: [O:21]=[C:14]1[C:15]2[C:20](=[CH:19][CH:18]=[CH:17][CH:16]=2)[C:11](=[CH:10][NH:9][C:6]2[CH:7]=[CH:8][C:3]([CH2:2][O:1][S:24]([CH3:23])(=[O:26])=[O:25])=[CH:4][CH:5]=2)[C:12](=[O:22])[NH:13]1. The catalyst class is: 9. (5) Reactant: [F:1][C:2]([F:17])([F:16])[CH2:3][N:4]1[CH2:9][CH2:8][CH:7]([C@H:10]2[CH2:12][C@H:11]2[CH2:13][CH2:14][OH:15])[CH2:6][CH2:5]1.[H-].[Na+].F[C:21]1[CH:26]=[CH:25][C:24]([S:27]([CH3:30])(=[O:29])=[O:28])=[CH:23][CH:22]=1. Product: [CH3:30][S:27]([C:24]1[CH:25]=[CH:26][C:21]([O:15][CH2:14][CH2:13][C@@H:11]2[CH2:12][C@@H:10]2[CH:7]2[CH2:8][CH2:9][N:4]([CH2:3][C:2]([F:1])([F:16])[F:17])[CH2:5][CH2:6]2)=[CH:22][CH:23]=1)(=[O:29])=[O:28]. The catalyst class is: 3.